Dataset: hERG potassium channel inhibition data for cardiac toxicity prediction from Karim et al.. Task: Regression/Classification. Given a drug SMILES string, predict its toxicity properties. Task type varies by dataset: regression for continuous values (e.g., LD50, hERG inhibition percentage) or binary classification for toxic/non-toxic outcomes (e.g., AMES mutagenicity, cardiotoxicity, hepatotoxicity). Dataset: herg_karim. (1) The molecule is Oc1ccc(CC[N+]2CCC(Nc3nc4ccccc4n3Cc3ccc(F)cc3)CC2)cc1. The result is 1 (blocker). (2) The compound is C[C@@H]1O[C@@H](O[C@@H]2C[C@@H](O)[C@]3(CO)[C@H]4[C@@H](O)C[C@]5(C)[C@H](C6=CC(=O)OC6)CC[C@]5(O)[C@@H]4CC[C@@]3(O)C2)[C@H](O)[C@H](O)[C@H]1O. The result is 1 (blocker).